This data is from Catalyst prediction with 721,799 reactions and 888 catalyst types from USPTO. The task is: Predict which catalyst facilitates the given reaction. (1) Product: [F:8][C:6]1[CH:5]=[CH:4][C:3]([N+:9]([O-:11])=[O:10])=[C:2]([NH:14][CH:15]([CH3:17])[CH3:16])[CH:7]=1. The catalyst class is: 10. Reactant: F[C:2]1[CH:7]=[C:6]([F:8])[CH:5]=[CH:4][C:3]=1[N+:9]([O-:11])=[O:10].CC[N:14](C(C)C)[CH:15]([CH3:17])[CH3:16].C(N)(C)C. (2) Reactant: [CH3:1][C:2]1[N:3]=[CH:4][C:5]([NH2:8])=[N:6][CH:7]=1.[C:9](Cl)(=[O:11])[CH3:10]. Product: [CH3:1][C:2]1[N:3]=[CH:4][C:5]([NH:8][C:9](=[O:11])[CH3:10])=[N:6][CH:7]=1. The catalyst class is: 1. (3) Reactant: [K].CCSC(N(CC(C)C)CC(C)C)=[O:6].[Cl:16][C:17]1[CH:18]=[N:19][CH:20]=[C:21](Cl)[C:22]=1[CH2:23][O:24][CH:25]1[CH2:30][CH2:29][CH2:28][CH2:27][O:26]1. Product: [Cl:16][C:17]1[C:22]([CH2:23][O:24][CH:25]2[CH2:30][CH2:29][CH2:28][CH2:27][O:26]2)=[C:21]([OH:6])[CH:20]=[N:19][CH:18]=1. The catalyst class is: 12. (4) Product: [CH2:1]([O:8][C:9]1[CH:36]=[CH:35][C:12]([CH2:13][N:14]([CH2:27][CH2:28][C:29]2[CH:34]=[CH:33][CH:32]=[CH:31][N:30]=2)[C:15](=[O:26])[CH2:16][CH2:17][CH2:18][CH2:19][C:20]2[CH:21]=[CH:22][CH:23]=[CH:24][CH:25]=2)=[CH:11][C:10]=1[CH2:37][O:38][S:47]([CH3:46])(=[O:49])=[O:48])[C:2]1[CH:7]=[CH:6][CH:5]=[CH:4][CH:3]=1. Reactant: [CH2:1]([O:8][C:9]1[CH:36]=[CH:35][C:12]([CH2:13][N:14]([CH2:27][CH2:28][C:29]2[CH:34]=[CH:33][CH:32]=[CH:31][N:30]=2)[C:15](=[O:26])[CH2:16][CH2:17][CH2:18][CH2:19][C:20]2[CH:25]=[CH:24][CH:23]=[CH:22][CH:21]=2)=[CH:11][C:10]=1[CH2:37][OH:38])[C:2]1[CH:7]=[CH:6][CH:5]=[CH:4][CH:3]=1.CCN(CC)CC.[CH3:46][S:47](Cl)(=[O:49])=[O:48]. The catalyst class is: 2. (5) Reactant: [N+:1]([C:4]1[CH:9]=[CH:8][C:7]([OH:10])=[CH:6][CH:5]=1)([O-:3])=[O:2].[C:11](=[O:14])([O-])[O-].[K+].[K+].[I-].[Na+].P(O)([O-])([O-])=O.[Na+].[Na+].Cl[CH:27]([CH3:42])[C:28]([O:30][CH2:31][CH2:32][O:33][CH2:34][CH2:35][O:36][C:37](=[O:41])[CH:38](Cl)[CH3:39])=[O:29]. Product: [N+:1]([C:4]1[CH:9]=[CH:8][C:7]([O:10][CH:27]([CH3:42])[C:28]([O:30][CH2:31][CH2:32][O:33][CH2:34][CH2:35][O:36][C:37](=[O:41])[CH:38]([O:14][C:11]2[CH:8]=[CH:9][C:4]([N+:1]([O-:3])=[O:2])=[CH:5][CH:6]=2)[CH3:39])=[O:29])=[CH:6][CH:5]=1)([O-:3])=[O:2]. The catalyst class is: 21. (6) Reactant: [Cl:1][C:2]1[CH:3]=[C:4]([CH:7]=[C:8]([O:10][C:11]2[C:19]([Cl:20])=[CH:18][CH:17]=[C:16]3[C:12]=2[CH:13]=[N:14][NH:15]3)[CH:9]=1)[C:5]#[N:6].CC(C)([O-])C.[Li+].Cl[CH2:28][C:29]1[C:37]2[C:32](=[N:33][C:34]([NH:38][CH2:39][C:40]3[CH:45]=[CH:44][C:43]([O:46][CH3:47])=[CH:42][CH:41]=3)=[CH:35][CH:36]=2)[N:31]([CH2:48][C:49]2[CH:54]=[CH:53][C:52]([O:55][CH3:56])=[CH:51][CH:50]=2)[N:30]=1.[Cl-].[NH4+]. Product: [Cl:1][C:2]1[CH:3]=[C:4]([CH:7]=[C:8]([O:10][C:11]2[C:19]([Cl:20])=[CH:18][CH:17]=[C:16]3[C:12]=2[CH:13]=[N:14][N:15]3[CH2:28][C:29]2[C:37]3[C:32](=[N:33][C:34]([NH:38][CH2:39][C:40]4[CH:41]=[CH:42][C:43]([O:46][CH3:47])=[CH:44][CH:45]=4)=[CH:35][CH:36]=3)[N:31]([CH2:48][C:49]3[CH:50]=[CH:51][C:52]([O:55][CH3:56])=[CH:53][CH:54]=3)[N:30]=2)[CH:9]=1)[C:5]#[N:6]. The catalyst class is: 3. (7) Reactant: Br[CH2:2][C:3]([C:5]1[CH:12]=[CH:11][C:8]([C:9]#[N:10])=[CH:7][CH:6]=1)=O.[OH:13][CH2:14][C:15]([NH:18][C:19]([NH2:21])=[S:20])([CH3:17])[CH3:16]. Product: [OH:13][CH2:14][C:15]([NH:18][C:19]1[S:20][CH:2]=[C:3]([C:5]2[CH:12]=[CH:11][C:8]([C:9]#[N:10])=[CH:7][CH:6]=2)[N:21]=1)([CH3:17])[CH3:16]. The catalyst class is: 8. (8) Reactant: [CH3:1]C(C)([O-])C.[K+].[I-].C[P+](C1C=CC=CC=1)(C1C=CC=CC=1)C1C=CC=CC=1.[C:28]([C:31]1[CH:36]=[CH:35][C:34]([CH:37]2[C:41]3[C:42]([CH3:56])=[C:43]([NH:48][C:49](=[O:55])[CH2:50][C:51]([CH3:54])([CH3:53])[CH3:52])[C:44]([CH3:47])=[C:45]([CH3:46])[C:40]=3[O:39][CH2:38]2)=[CH:33][C:32]=1[O:57][CH3:58])(=O)[CH3:29].O. Product: [C:28]([C:31]1[CH:36]=[CH:35][C:34]([CH:37]2[C:41]3[C:42]([CH3:56])=[C:43]([NH:48][C:49](=[O:55])[CH2:50][C:51]([CH3:53])([CH3:54])[CH3:52])[C:44]([CH3:47])=[C:45]([CH3:46])[C:40]=3[O:39][CH2:38]2)=[CH:33][C:32]=1[O:57][CH3:58])([CH3:29])=[CH2:1]. The catalyst class is: 11.